The task is: Predict the product of the given reaction.. This data is from Forward reaction prediction with 1.9M reactions from USPTO patents (1976-2016). (1) Given the reactants [OH:1][C:2]1[CH:3]=[C:4]([CH:12]=[CH:13][CH:14]=1)[CH:5]([OH:11])[C:6]([O:8][CH2:9][CH3:10])=[O:7].[Br:15][CH2:16][CH2:17][CH2:18]Br.C(=O)([O-])[O-].[K+].[K+], predict the reaction product. The product is: [Br:15][CH2:16][CH2:17][CH2:18][O:1][C:2]1[CH:3]=[C:4]([CH:12]=[CH:13][CH:14]=1)[CH:5]([OH:11])[C:6]([O:8][CH2:9][CH3:10])=[O:7]. (2) Given the reactants C(OC(OC(C)(C)C)=O)(OC(C)(C)C)=O.CCN(C(C)C)C(C)C.[Cl:25][C:26]1[CH:27]=[CH:28][C:29]2[C:30](=[CH2:38])[CH:31]3[CH2:37][NH:36][CH2:35][CH:32]3[C:33]=2[CH:34]=1, predict the reaction product. The product is: [Cl:25][C:26]1[CH:27]=[CH:28][C:29]2[CH:30]([CH3:38])[CH:31]3[CH2:37][NH:36][CH2:35][CH:32]3[C:33]=2[CH:34]=1. (3) Given the reactants Br[C:2]1[CH:3]=[C:4]([N:12]2[C:16]([CH3:17])=[CH:15][CH:14]=[C:13]2[CH3:18])[CH:5]=[C:6]([C:8]([F:11])([F:10])[F:9])[CH:7]=1.[CH3:19][N:20]1[CH2:25][CH2:24][NH:23][CH2:22][CH2:21]1.C(=O)([O-])[O-].[Cs+].[Cs+], predict the reaction product. The product is: [CH3:18][C:13]1[N:12]([C:4]2[CH:3]=[C:2]([N:23]3[CH2:24][CH2:25][N:20]([CH3:19])[CH2:21][CH2:22]3)[CH:7]=[C:6]([C:8]([F:11])([F:10])[F:9])[CH:5]=2)[C:16]([CH3:17])=[CH:15][CH:14]=1. (4) Given the reactants ClC1C=C(Cl)C=CC=1CNC(C1C(=O)NN=C(C2C=CN=CC=2)C=1)=O.[O:26]=[C:27]1[C:32]([C:33]([OH:35])=O)=[CH:31][C:30]([C:36]2[CH:41]=[CH:40][N:39]=[CH:38][CH:37]=2)=[N:29][NH:28]1.C(Cl)(=O)C(Cl)=O.[Cl:48][C:49]1[CH:55]=[C:54]([Cl:56])[CH:53]=[CH:52][C:50]=1[NH2:51], predict the reaction product. The product is: [Cl:48][C:49]1[CH:55]=[C:54]([Cl:56])[CH:53]=[CH:52][C:50]=1[NH:51][C:33]([C:32]1[C:27](=[O:26])[NH:28][N:29]=[C:30]([C:36]2[CH:41]=[CH:40][N:39]=[CH:38][CH:37]=2)[CH:31]=1)=[O:35]. (5) Given the reactants [OH:1][C@H:2]1[C@H:7]([CH2:8][NH:9]CC2C=CC=CC=2)[CH2:6][CH2:5][N:4]([C:17]([O:19][C:20]([CH3:23])([CH3:22])[CH3:21])=[O:18])[CH2:3]1, predict the reaction product. The product is: [NH2:9][CH2:8][C@@H:7]1[CH2:6][CH2:5][N:4]([C:17]([O:19][C:20]([CH3:22])([CH3:21])[CH3:23])=[O:18])[CH2:3][C@H:2]1[OH:1]. (6) Given the reactants [C:1]1([S:7]([O:10][C:11]2[C:20]([Br:21])=[C:19]3[C:14]([CH:15]=[CH:16][C:17]([CH:22]([OH:26])[CH2:23][C:24]#[N:25])=[N:18]3)=[CH:13][CH:12]=2)(=[O:9])=[O:8])[CH:6]=[CH:5][CH:4]=[CH:3][CH:2]=1, predict the reaction product. The product is: [C:1]1([S:7]([O:10][C:11]2[C:20]([Br:21])=[C:19]3[C:14]([CH:15]=[CH:16][C:17]([CH:22]([OH:26])[CH2:23][CH2:24][NH2:25])=[N:18]3)=[CH:13][CH:12]=2)(=[O:8])=[O:9])[CH:2]=[CH:3][CH:4]=[CH:5][CH:6]=1.